This data is from Catalyst prediction with 721,799 reactions and 888 catalyst types from USPTO. The task is: Predict which catalyst facilitates the given reaction. Reactant: [C:1]([Si:5]([CH3:32])([CH3:31])[O:6][CH2:7][C@H:8]([NH:10][C:11](=[O:30])[N:12]([CH2:21][C:22]1[C:23](Cl)=[N:24][C:25]([Cl:28])=[N:26][CH:27]=1)[C:13]1[CH:18]=[CH:17][C:16]([CH2:19][CH3:20])=[CH:15][CH:14]=1)[CH3:9])([CH3:4])([CH3:3])[CH3:2].CC(C)([O-])C.[K+]. Product: [C:1]([Si:5]([CH3:31])([CH3:32])[O:6][CH2:7][C@H:8]([N:10]1[C:23]2=[N:24][C:25]([Cl:28])=[N:26][CH:27]=[C:22]2[CH2:21][N:12]([C:13]2[CH:18]=[CH:17][C:16]([CH2:19][CH3:20])=[CH:15][CH:14]=2)[C:11]1=[O:30])[CH3:9])([CH3:3])([CH3:2])[CH3:4]. The catalyst class is: 7.